This data is from Peptide-MHC class I binding affinity with 185,985 pairs from IEDB/IMGT. The task is: Regression. Given a peptide amino acid sequence and an MHC pseudo amino acid sequence, predict their binding affinity value. This is MHC class I binding data. (1) The peptide sequence is CYMHVSDFY. The MHC is HLA-A26:02 with pseudo-sequence HLA-A26:02. The binding affinity (normalized) is 0.0847. (2) The peptide sequence is EIPGSPGSY. The MHC is HLA-B07:02 with pseudo-sequence HLA-B07:02. The binding affinity (normalized) is 0.0847. (3) The peptide sequence is WIPYFGPAA. The MHC is HLA-A02:01 with pseudo-sequence HLA-A02:01. The binding affinity (normalized) is 0.372. (4) The peptide sequence is HISRQRLTKY. The MHC is HLA-A23:01 with pseudo-sequence HLA-A23:01. The binding affinity (normalized) is 0. (5) The binding affinity (normalized) is 0.125. The MHC is BoLA-T2a with pseudo-sequence BoLA-T2a. The peptide sequence is RVYLQGHGY. (6) The peptide sequence is SELRPDTRY. The MHC is HLA-B40:02 with pseudo-sequence HLA-B40:02. The binding affinity (normalized) is 0.256. (7) The peptide sequence is LTAKNLASL. The MHC is H-2-Db with pseudo-sequence H-2-Db. The binding affinity (normalized) is 0.313. (8) The MHC is HLA-B15:17 with pseudo-sequence HLA-B15:17. The binding affinity (normalized) is 0.0847. The peptide sequence is NYNGLLSSI. (9) The peptide sequence is TLFIGSHVV. The binding affinity (normalized) is 0.311. The MHC is HLA-A02:03 with pseudo-sequence HLA-A02:03. (10) The MHC is HLA-B08:01 with pseudo-sequence HLA-B08:01. The binding affinity (normalized) is 0.213. The peptide sequence is TEMYIMYAM.